Dataset: Catalyst prediction with 721,799 reactions and 888 catalyst types from USPTO. Task: Predict which catalyst facilitates the given reaction. (1) Product: [CH3:48][N:49]([CH2:44][C:41]1[CH:42]=[CH:43][C:38]([C:34]2[CH:35]=[CH:36][CH:37]=[C:32]([N:22]3[C:23]4[N:30]=[CH:29][C:28]([F:31])=[CH:27][C:24]=4[C:25](=[O:26])[N:20]([C@@H:17]4[CH2:18][CH2:19][C@H:14]([NH:13][C:11]([C:9]5[N:10]=[C:5]6[CH:4]=[CH:3][C:2]([F:1])=[CH:7][N:6]6[CH:8]=5)=[O:12])[CH2:15][CH2:16]4)[C:21]3=[O:47])[CH:33]=2)=[C:39]([OH:46])[CH:40]=1)[CH3:50]. Reactant: [F:1][C:2]1[CH:3]=[CH:4][C:5]2[N:6]([CH:8]=[C:9]([C:11]([NH:13][C@H:14]3[CH2:19][CH2:18][C@@H:17]([N:20]4[C:25](=[O:26])[C:24]5[CH:27]=[C:28]([F:31])[CH:29]=[N:30][C:23]=5[N:22]([C:32]5[CH:33]=[C:34]([C:38]6[CH:43]=[CH:42][C:41]([CH:44]=O)=[CH:40][C:39]=6[OH:46])[CH:35]=[CH:36][CH:37]=5)[C:21]4=[O:47])[CH2:16][CH2:15]3)=[O:12])[N:10]=2)[CH:7]=1.[CH3:48][NH:49][CH3:50].C(OC)(C)(C)C.C(O)(=O)C.C(O[BH-](OC(=O)C)OC(=O)C)(=O)C.[Na+]. The catalyst class is: 26. (2) Reactant: Cl[C:2]1[CH:11]=[CH:10][C:9]2[C:8]([CH:12]=[O:13])=[C:7]([OH:14])[CH:6]=[CH:5][C:4]=2[N:3]=1.C(C1C(O)=CC=C2C=1OC(=O)C([C:28]1[CH:44]=[CH:43][C:31]([C:32]([NH:34][CH2:35][CH2:36][N:37]3[CH2:42][CH2:41]OC[CH2:38]3)=[O:33])=[CH:30][CH:29]=1)=C2C)=O.C([O-])([O-])=O.[K+].[K+]. Product: [OH:14][C:7]1[CH:6]=[CH:5][C:4]2[N:3]=[C:2]([C:28]3[CH:29]=[CH:30][C:31]([C:32]([N:34]4[CH2:35][CH2:36][N:37]([CH3:38])[CH2:42][CH2:41]4)=[O:33])=[CH:43][CH:44]=3)[CH:11]=[CH:10][C:9]=2[C:8]=1[CH:12]=[O:13]. The catalyst class is: 378.